This data is from Forward reaction prediction with 1.9M reactions from USPTO patents (1976-2016). The task is: Predict the product of the given reaction. (1) Given the reactants [C:1]([O:5][C:6](=[O:13])[NH:7][C@@H:8]([CH3:12])[C:9]([NH2:11])=O)([CH3:4])([CH3:3])[CH3:2].N1C(Cl)=NC(Cl)=NC=1Cl.O, predict the reaction product. The product is: [C:1]([O:5][C:6](=[O:13])[NH:7][C@H:8]([C:9]#[N:11])[CH3:12])([CH3:2])([CH3:3])[CH3:4]. (2) Given the reactants [OH:1][CH2:2][C@@H:3]([C@H:5]([C@@H:7]([C@@H:9]([CH2:11][OH:12])[OH:10])[OH:8])[OH:6])[OH:4].S(=O)(=O)(O)O.CS(O)(=O)=O, predict the reaction product. The product is: [OH:12][CH2:11][C@@H:9]([C@H:7]([C@@H:5]([C@@H:3]([CH2:2][OH:1])[OH:4])[OH:6])[OH:8])[OH:10].[CH2:11]1[O:12][C@@H:5]2[C@@H:3]([OH:4])[CH2:2][O:8][C@@H:7]2[C@@H:9]1[OH:10]. (3) Given the reactants [F:1][C:2]1[CH:18]=[CH:17][C:5]([CH2:6][N:7]2[C:15]3[C:10](=[N:11][CH:12]=[CH:13][CH:14]=3)[C:9](I)=[CH:8]2)=[CH:4][CH:3]=1.[NH2:19][C@@H:20]1[CH2:25][CH2:24][C:23]([F:27])([F:26])[CH2:22][C@H:21]1[OH:28].CC1(C)C2C(=C(P(C3C=CC=CC=3)C3C=CC=CC=3)C=CC=2)[O:50][C:32]2C(P(C3C=CC=CC=3)C3C=CC=CC=3)=CC=CC1=2, predict the reaction product. The product is: [F:26][C:23]1([F:27])[CH2:24][CH2:25][C@@H:20]([NH:19][C:32]([C:9]2[C:10]3=[N:11][CH:12]=[CH:13][CH:14]=[C:15]3[N:7]([CH2:6][C:5]3[CH:17]=[CH:18][C:2]([F:1])=[CH:3][CH:4]=3)[CH:8]=2)=[O:50])[C@H:21]([OH:28])[CH2:22]1. (4) Given the reactants [C:1]([NH:5][C:6]1[CH:7]=[C:8]2[C:13](=[CH:14][CH:15]=1)[C:12]([O:16][CH2:17][CH2:18][CH2:19][C:20]1[C:28]3[C:23](=[C:24]([C:29]4[CH:34]=[CH:33][CH:32]=[CH:31][C:30]=4[CH3:35])[CH:25]=[CH:26][CH:27]=3)[NH:22][C:21]=1[C:36]([O:38]CC)=[O:37])=[CH:11][CH:10]=[CH:9]2)(=[O:4])[CH:2]=[CH2:3].[OH-].[Na+], predict the reaction product. The product is: [C:1]([NH:5][C:6]1[CH:7]=[C:8]2[C:13](=[CH:14][CH:15]=1)[C:12]([O:16][CH2:17][CH2:18][CH2:19][C:20]1[C:28]3[C:23](=[C:24]([C:29]4[CH:34]=[CH:33][CH:32]=[CH:31][C:30]=4[CH3:35])[CH:25]=[CH:26][CH:27]=3)[NH:22][C:21]=1[C:36]([OH:38])=[O:37])=[CH:11][CH:10]=[CH:9]2)(=[O:4])[CH:2]=[CH2:3]. (5) Given the reactants [Br:1][C:2]1[S:3][C:4]2[CH2:10][CH2:9][CH2:8][C:7](=[O:11])[C:5]=2[CH:6]=1.[Cl:12][C:13]1[CH:18]=[CH:17][C:16]([Mg]Br)=[CH:15][CH:14]=1.CCOCC.[NH4+].[Cl-], predict the reaction product. The product is: [Br:1][C:2]1[S:3][C:4]2[CH2:10][CH2:9][CH2:8][C:7]([C:16]3[CH:17]=[CH:18][C:13]([Cl:12])=[CH:14][CH:15]=3)([OH:11])[C:5]=2[CH:6]=1. (6) The product is: [F:1][C:2]1[CH:7]=[C:6]([O:8][CH3:9])[C:5]([O:10][CH3:11])=[CH:4][C:3]=1[NH2:12]. Given the reactants [F:1][C:2]1[CH:7]=[C:6]([O:8][CH3:9])[C:5]([O:10][CH3:11])=[CH:4][C:3]=1[N+:12]([O-])=O.[Sn](Cl)Cl, predict the reaction product. (7) Given the reactants N1[CH:5]=[CH:4]N=C1.B([O-])[O-].[C:9](O)([C:11](F)(F)F)=O.O, predict the reaction product. The product is: [C:11]1([C:5]2[CH:4]=[CH:11][CH:9]=[CH:11][CH:9]=2)[CH:9]=[CH:4][CH:5]=[CH:5][CH:4]=1. (8) Given the reactants [CH3:1][O:2][C:3](=[O:20])[CH2:4][C:5]1[C:6]([CH3:19])=[N:7][N:8]([CH2:11][C:12]2[CH:17]=[CH:16][C:15]([NH2:18])=[CH:14][CH:13]=2)[C:9]=1[CH3:10].C(N(C(C)C)CC)(C)C.[F:30][C:31]1[CH:32]=[CH:33][C:34]2[O:38][C:37]([C:39](O)=[O:40])=[C:36]([CH3:42])[C:35]=2[CH:43]=1.CCCP(O)(O)=O.C(OCC)(=O)C, predict the reaction product. The product is: [CH3:1][O:2][C:3](=[O:20])[CH2:4][C:5]1[C:6]([CH3:19])=[N:7][N:8]([CH2:11][C:12]2[CH:13]=[CH:14][C:15]([NH:18][C:39]([C:37]3[O:38][C:34]4[CH:33]=[CH:32][C:31]([F:30])=[CH:43][C:35]=4[C:36]=3[CH3:42])=[O:40])=[CH:16][CH:17]=2)[C:9]=1[CH3:10]. (9) Given the reactants [S:1]([Cl:5])(Cl)(=[O:3])=[O:2].[Cl:6][C:7]1[CH:12]=[CH:11][CH:10]=[C:9]([CH:13]=[CH2:14])[CH:8]=1, predict the reaction product. The product is: [Cl:6][C:7]1[CH:8]=[C:9](/[CH:13]=[CH:14]/[S:1]([Cl:5])(=[O:3])=[O:2])[CH:10]=[CH:11][CH:12]=1. (10) Given the reactants [CH2:1]([C:5]1[N:6]([C:21]2[CH:26]=[CH:25][C:24]([O:27][C:28]3[CH:33]=[CH:32][C:31]([Cl:34])=[CH:30][CH:29]=3)=[CH:23][CH:22]=2)[CH:7]=[C:8]([C:10]2[CH:15]=[CH:14][C:13]([O:16][CH2:17][C@@H:18]3[CH2:20][O:19]3)=[CH:12][CH:11]=2)[N:9]=1)[CH2:2][CH2:3][CH3:4].[CH3:35][NH:36][CH3:37], predict the reaction product. The product is: [CH2:1]([C:5]1[N:6]([C:21]2[CH:22]=[CH:23][C:24]([O:27][C:28]3[CH:33]=[CH:32][C:31]([Cl:34])=[CH:30][CH:29]=3)=[CH:25][CH:26]=2)[CH:7]=[C:8]([C:10]2[CH:11]=[CH:12][C:13]([O:16][CH2:17][C@@H:18]([OH:19])[CH2:20][N:36]([CH3:37])[CH3:35])=[CH:14][CH:15]=2)[N:9]=1)[CH2:2][CH2:3][CH3:4].